From a dataset of Full USPTO retrosynthesis dataset with 1.9M reactions from patents (1976-2016). Predict the reactants needed to synthesize the given product. (1) Given the product [OH:29][C@@H:27]([C@H:23]1[C:22](=[O:34])[N:21]2[C@@H:24]1[C@@H:25]([CH3:26])[C:19]([S:18][C:15]1[S:16][CH:17]=[C:13]([C:10]3[CH2:9][C@@H:8]([CH2:41][Cl:42])[NH:7][CH2:12][CH:11]=3)[N:14]=1)=[C:20]2[C:35]([OH:37])=[O:36])[CH3:28], predict the reactants needed to synthesize it. The reactants are: C(OC([N:7]1[CH2:12][CH:11]=[C:10]([C:13]2[N:14]=[C:15]([S:18][C:19]3[C@H:25]([CH3:26])[C@H:24]4[N:21]([C:22](=[O:34])[C@@H:23]4[C@H:27]([O:29][Si](C)(C)C)[CH3:28])[C:20]=3[C:35]([O:37]CC=C)=[O:36])[S:16][CH:17]=2)[CH2:9][C@H:8]1[CH2:41][Cl:42])=O)C=C.Cl.C(=O)([O-])O.[Na+].C([SnH](CCCC)CCCC)CCC.P([O-])([O-])([O-])=O. (2) Given the product [CH2:1]([N:8]1[CH2:28][C:29](=[O:31])[NH:19][C@H:10]([CH2:11][C:12]2[CH:13]=[CH:14][C:15]([F:18])=[CH:16][CH:17]=2)[C:9]1=[O:27])[C:2]1[CH:3]=[CH:4][CH:5]=[CH:6][CH:7]=1, predict the reactants needed to synthesize it. The reactants are: [CH2:1]([N:8]([CH2:28][C:29]([O:31]CC1C=CC=CC=1)=O)[C:9](=[O:27])[C@H:10]([NH:19]C(OC(C)(C)C)=O)[CH2:11][C:12]1[CH:17]=[CH:16][C:15]([F:18])=[CH:14][CH:13]=1)[C:2]1[CH:7]=[CH:6][CH:5]=[CH:4][CH:3]=1.Cl.